This data is from NCI-60 drug combinations with 297,098 pairs across 59 cell lines. The task is: Regression. Given two drug SMILES strings and cell line genomic features, predict the synergy score measuring deviation from expected non-interaction effect. (1) Drug 1: CNC(=O)C1=NC=CC(=C1)OC2=CC=C(C=C2)NC(=O)NC3=CC(=C(C=C3)Cl)C(F)(F)F. Drug 2: CC1C(C(CC(O1)OC2CC(CC3=C2C(=C4C(=C3O)C(=O)C5=C(C4=O)C(=CC=C5)OC)O)(C(=O)CO)O)N)O.Cl. Cell line: NCI-H460. Synergy scores: CSS=54.4, Synergy_ZIP=1.96, Synergy_Bliss=-0.337, Synergy_Loewe=-16.2, Synergy_HSA=0.138. (2) Drug 1: CC(CN1CC(=O)NC(=O)C1)N2CC(=O)NC(=O)C2. Drug 2: C1C(C(OC1N2C=NC3=C(N=C(N=C32)Cl)N)CO)O. Cell line: MDA-MB-435. Synergy scores: CSS=11.9, Synergy_ZIP=-0.806, Synergy_Bliss=1.70, Synergy_Loewe=-3.00, Synergy_HSA=-1.00. (3) Drug 1: C1=NC(=NC(=O)N1C2C(C(C(O2)CO)O)O)N. Drug 2: CC1C(C(CC(O1)OC2CC(CC3=C2C(=C4C(=C3O)C(=O)C5=CC=CC=C5C4=O)O)(C(=O)C)O)N)O. Cell line: BT-549. Synergy scores: CSS=52.4, Synergy_ZIP=-2.71, Synergy_Bliss=-0.929, Synergy_Loewe=1.00, Synergy_HSA=2.51. (4) Drug 1: CC12CCC(CC1=CCC3C2CCC4(C3CC=C4C5=CN=CC=C5)C)O. Drug 2: C1C(C(OC1N2C=NC(=NC2=O)N)CO)O. Cell line: UACC-257. Synergy scores: CSS=6.13, Synergy_ZIP=-0.145, Synergy_Bliss=4.47, Synergy_Loewe=0.700, Synergy_HSA=0.739. (5) Drug 1: C1CCN(CC1)CCOC2=CC=C(C=C2)C(=O)C3=C(SC4=C3C=CC(=C4)O)C5=CC=C(C=C5)O. Drug 2: C1=C(C(=O)NC(=O)N1)N(CCCl)CCCl. Cell line: CCRF-CEM. Synergy scores: CSS=69.2, Synergy_ZIP=7.41, Synergy_Bliss=9.24, Synergy_Loewe=6.02, Synergy_HSA=7.26. (6) Drug 1: C1CCN(CC1)CCOC2=CC=C(C=C2)C(=O)C3=C(SC4=C3C=CC(=C4)O)C5=CC=C(C=C5)O. Drug 2: COC1=CC(=CC(=C1O)OC)C2C3C(COC3=O)C(C4=CC5=C(C=C24)OCO5)OC6C(C(C7C(O6)COC(O7)C8=CC=CS8)O)O. Cell line: HCT-15. Synergy scores: CSS=27.7, Synergy_ZIP=-1.49, Synergy_Bliss=-2.68, Synergy_Loewe=-17.6, Synergy_HSA=-1.92.